Predict the reactants needed to synthesize the given product. From a dataset of Full USPTO retrosynthesis dataset with 1.9M reactions from patents (1976-2016). (1) Given the product [Br:1][C:2]1[C:3]([C:16]2[S:18][CH2:28][C:26]([OH:27])([C:25]([F:31])([F:30])[F:24])[N:17]=2)=[CH:4][C:5]([NH:8][C:9](=[O:15])[O:10][C:11]([CH3:13])([CH3:14])[CH3:12])=[N:6][CH:7]=1, predict the reactants needed to synthesize it. The reactants are: [Br:1][C:2]1[C:3]([C:16](=[S:18])[NH2:17])=[CH:4][C:5]([NH:8][C:9](=[O:15])[O:10][C:11]([CH3:14])([CH3:13])[CH3:12])=[N:6][CH:7]=1.C(=O)(O)[O-].[Na+].[F:24][C:25]([F:31])([F:30])[C:26]([CH2:28]Br)=[O:27]. (2) The reactants are: Br[C:2]1[CH:11]=[C:10]2[C:5]([CH2:6][CH2:7][N:8]([C:12]([CH:14]3[CH2:19][CH2:18][O:17][CH2:16][CH2:15]3)=[O:13])[CH2:9]2)=[CH:4][CH:3]=1.[CH3:20][C@H:21]1[CH2:25][CH2:24][CH2:23][N:22]1[C@H:26]1[CH2:30][CH2:29][NH:28][CH2:27]1.CC(C)([O-])C.[Na+].C1(C)C=CC=CC=1. Given the product [CH3:20][C@H:21]1[CH2:25][CH2:24][CH2:23][N:22]1[C@H:26]1[CH2:30][CH2:29][N:28]([C:2]2[CH:11]=[C:10]3[C:5]([CH2:6][CH2:7][N:8]([C:12]([CH:14]4[CH2:19][CH2:18][O:17][CH2:16][CH2:15]4)=[O:13])[CH2:9]3)=[CH:4][CH:3]=2)[CH2:27]1, predict the reactants needed to synthesize it. (3) Given the product [CH2:15]([C:22]1([OH:28])[CH2:27][CH2:26][N:25]([CH2:5][CH2:6][C:7]#[C:8][C:9]2[CH:14]=[CH:13][CH:12]=[CH:11][CH:10]=2)[CH2:24][CH2:23]1)[C:16]1[CH:17]=[CH:18][CH:19]=[CH:20][CH:21]=1, predict the reactants needed to synthesize it. The reactants are: S([CH2:5][CH2:6][C:7]#[C:8][C:9]1[CH:14]=[CH:13][CH:12]=[CH:11][CH:10]=1)(C)(=O)=O.[CH2:15]([C:22]1([OH:28])[CH2:27][CH2:26][NH:25][CH2:24][CH2:23]1)[C:16]1[CH:21]=[CH:20][CH:19]=[CH:18][CH:17]=1.C([O-])([O-])=O.[K+].[K+].